Predict the reactants needed to synthesize the given product. From a dataset of Full USPTO retrosynthesis dataset with 1.9M reactions from patents (1976-2016). (1) Given the product [N:21]([CH2:20][C:11]1([CH:14]2[CH2:15][CH2:16][CH2:17][CH2:18][CH2:19]2)[CH2:12][CH2:13][NH:8][CH2:9][CH2:10]1)=[N+:22]=[N-:23], predict the reactants needed to synthesize it. The reactants are: C(OC([N:8]1[CH2:13][CH2:12][C:11]([CH2:20][N:21]=[N+:22]=[N-:23])([CH:14]2[CH2:19][CH2:18][CH2:17][CH2:16][CH2:15]2)[CH2:10][CH2:9]1)=O)(C)(C)C.FC(F)(F)C(O)=O. (2) Given the product [NH2:1][C:2]1[N:10]=[C:9]([O:11][CH2:12][CH2:13][O:14][CH3:15])[N:8]=[C:7]2[C:3]=1[N:4]=[C:5]([Br:37])[N:6]2[CH2:16][C:17]1[CH:31]=[CH:30][C:20]([CH2:21][P:22](=[O:29])([O:23][CH2:24][CH3:25])[O:26][CH2:27][CH3:28])=[CH:19][CH:18]=1, predict the reactants needed to synthesize it. The reactants are: [NH2:1][C:2]1[N:10]=[C:9]([O:11][CH2:12][CH2:13][O:14][CH3:15])[N:8]=[C:7]2[C:3]=1[N:4]=[CH:5][N:6]2[CH2:16][C:17]1[CH:31]=[CH:30][C:20]([CH2:21][P:22](=[O:29])([O:26][CH2:27][CH3:28])[O:23][CH2:24][CH3:25])=[CH:19][CH:18]=1.C([O-])(=O)C.[Na+].[Br:37]Br. (3) Given the product [CH2:46]([N:3]([CH3:2])[CH2:4][CH:5]([NH:12][C:13]1[C:22]2[C:17](=[C:34]([C:33]([NH2:28])=[O:35])[CH:19]=[CH:20][CH:21]=2)[N:16]=[CH:15][N:14]=1)[C:6]1[CH:7]=[CH:8][CH:9]=[CH:10][CH:11]=1)[CH3:48], predict the reactants needed to synthesize it. The reactants are: Cl.[CH3:2][NH:3][CH2:4][CH:5]([NH:12][C:13]1[C:22]2[C:17](=C(C(N)=O)[CH:19]=[CH:20][CH:21]=2)[N:16]=[CH:15][N:14]=1)[C:6]1[CH:11]=[CH:10][CH:9]=[CH:8][CH:7]=1.CC[N:28](CC)CC.[CH:33](=[O:35])[CH3:34].[BH-](O[C:46]([CH3:48])=O)(OC(C)=O)OC(C)=O.[Na+]. (4) Given the product [F:1][C:2]1[CH:3]=[C:4]([C:8]2[N:9]=[CH:10][C:11]([NH2:14])=[CH:12][CH:13]=2)[CH:5]=[CH:6][CH:7]=1, predict the reactants needed to synthesize it. The reactants are: [F:1][C:2]1[CH:3]=[C:4]([C:8]2[CH:13]=[CH:12][C:11]([N+:14]([O-])=O)=[CH:10][N:9]=2)[CH:5]=[CH:6][CH:7]=1.[H][H]. (5) Given the product [CH2:31]([O:30][C:28]([C:27]1[N:21]=[C:19]([NH:18][C:13]2[CH:14]=[CH:15][CH:16]=[CH:17][C:12]=2/[CH:11]=[CH:10]/[C:3]2[C:4]3[C:9](=[CH:8][CH:7]=[CH:6][CH:5]=3)[NH:1][N:2]=2)[S:20][CH:26]=1)=[O:29])[CH3:32], predict the reactants needed to synthesize it. The reactants are: [NH:1]1[C:9]2[C:4](=[CH:5][CH:6]=[CH:7][CH:8]=2)[C:3](/[CH:10]=[CH:11]/[C:12]2[CH:17]=[CH:16][CH:15]=[CH:14][C:13]=2[NH:18][C:19]([NH2:21])=[S:20])=[N:2]1.C(O)C.Br[CH2:26][C:27](=O)[C:28]([O:30][CH2:31][CH3:32])=[O:29].N. (6) The reactants are: Cl[C:2]1[N:21]=[C:5]2[C:6]([NH:10][C:11]3[CH:16]=[CH:15][CH:14]=[CH:13][C:12]=3[S:17]([CH3:20])(=[O:19])=[O:18])=[CH:7][CH:8]=[CH:9][N:4]2[N:3]=1.[CH3:22][N:23]1[CH2:28][CH2:27][N:26]([C:29]2[CH:34]=[CH:33][C:32]([NH2:35])=[CH:31][CH:30]=2)[CH2:25][CH2:24]1.C1(P(C2CCCCC2)C2C=CC=CC=2C2C=CC=CC=2P(C2CCCCC2)C2CCCCC2)CCCCC1. Given the product [CH3:20][S:17]([C:12]1[CH:13]=[CH:14][CH:15]=[CH:16][C:11]=1[NH:10][C:6]1[C:5]2[N:4]([N:3]=[C:2]([NH:35][C:32]3[CH:31]=[CH:30][C:29]([N:26]4[CH2:25][CH2:24][N:23]([CH3:22])[CH2:28][CH2:27]4)=[CH:34][CH:33]=3)[N:21]=2)[CH:9]=[CH:8][CH:7]=1)(=[O:19])=[O:18], predict the reactants needed to synthesize it. (7) Given the product [C:53]([N:1]=[C:2]([C:13]1[CH:18]=[CH:17][CH:16]=[C:15]([NH:19][C:20]([NH:22][C:23]2[CH:24]=[CH:25][C:26]([S:29](=[O:42])(=[O:43])[NH:30][CH2:31][C:32]3[CH:37]=[CH:36][C:35]([S:38](=[O:41])(=[O:40])[NH2:39])=[CH:34][CH:33]=3)=[CH:27][CH:28]=2)=[O:21])[CH:14]=1)[N:3]1[CH2:4][CH2:5][N:6]([C:9]([O:11][CH3:12])=[O:10])[CH2:7][CH2:8]1)(=[O:55])[CH3:54], predict the reactants needed to synthesize it. The reactants are: [NH:1]=[C:2]([C:13]1[CH:18]=[CH:17][CH:16]=[C:15]([NH:19][C:20]([NH:22][C:23]2[CH:28]=[CH:27][C:26]([S:29](=[O:43])(=[O:42])[NH:30][CH2:31][C:32]3[CH:37]=[CH:36][C:35]([S:38](=[O:41])(=[O:40])[NH2:39])=[CH:34][CH:33]=3)=[CH:25][CH:24]=2)=[O:21])[CH:14]=1)[N:3]1[CH2:8][CH2:7][N:6]([C:9]([O:11][CH3:12])=[O:10])[CH2:5][CH2:4]1.CCN(C(C)C)C(C)C.[C:53](Cl)(=[O:55])[CH3:54].O.